Predict which catalyst facilitates the given reaction. From a dataset of Catalyst prediction with 721,799 reactions and 888 catalyst types from USPTO. (1) The catalyst class is: 4. Product: [CH:1]1([NH:4][C:5](=[O:30])[C:6]2[CH:11]=[CH:10][C:9]([CH3:12])=[C:8]([C:13]3[CH:14]=[C:15]4[C:20](=[CH:21][CH:22]=3)[C:19](=[O:23])[N:18]([CH2:24][CH:25]3[CH2:26][CH2:27]3)[CH:17]=[C:16]4[CH2:28][N:35]3[CH2:36][CH2:37][CH2:38][N:32]([CH3:31])[CH2:33][CH2:34]3)[CH:7]=2)[CH2:2][CH2:3]1. Reactant: [CH:1]1([NH:4][C:5](=[O:30])[C:6]2[CH:11]=[CH:10][C:9]([CH3:12])=[C:8]([C:13]3[CH:14]=[C:15]4[C:20](=[CH:21][CH:22]=3)[C:19](=[O:23])[N:18]([CH2:24][CH:25]3[CH2:27][CH2:26]3)[CH:17]=[C:16]4[CH:28]=O)[CH:7]=2)[CH2:3][CH2:2]1.[CH3:31][N:32]1[CH2:38][CH2:37][CH2:36][NH:35][CH2:34][CH2:33]1.C(O[BH-](OC(=O)C)OC(=O)C)(=O)C.[Na+]. (2) Reactant: [OH:1][CH:2]1[CH2:7][CH2:6][NH:5][CH2:4][CH:3]1[C:8]([O:10][CH3:11])=[O:9].C(=O)([O-])O.[Na+].[C:25](O[C:25]([O:27][C:28]([CH3:31])([CH3:30])[CH3:29])=[O:26])([O:27][C:28]([CH3:31])([CH3:30])[CH3:29])=[O:26].N1C=CN=C1.[CH3:37][C:38]([Si:41](Cl)([CH3:43])[CH3:42])([CH3:40])[CH3:39]. Product: [Si:41]([O:1][CH:2]1[CH2:7][CH2:6][N:5]([C:25]([O:27][C:28]([CH3:29])([CH3:30])[CH3:31])=[O:26])[CH2:4][CH:3]1[C:8]([O:10][CH3:11])=[O:9])([C:38]([CH3:40])([CH3:39])[CH3:37])([CH3:43])[CH3:42]. The catalyst class is: 166. (3) Reactant: [CH3:1][S:2]([C:5]1[CH:6]=[CH:7][C:8]([N:11]2[CH2:15][C:14]3([CH2:20][CH2:19][NH:18][CH2:17][CH2:16]3)[O:13][C:12]2=[O:21])=[N:9][CH:10]=1)(=[O:4])=[O:3].[CH3:22][C:23]1[C:31]([C@@H:32]2[CH2:34][O:33]2)=[CH:30][CH:29]=[C:28]2[C:24]=1[CH2:25][O:26][C:27]2=[O:35]. Product: [OH:33][C@H:32]([C:31]1[C:23]([CH3:22])=[C:24]2[C:28](=[CH:29][CH:30]=1)[C:27](=[O:35])[O:26][CH2:25]2)[CH2:34][N:18]1[CH2:19][CH2:20][C:14]2([O:13][C:12](=[O:21])[N:11]([C:8]3[CH:7]=[CH:6][C:5]([S:2]([CH3:1])(=[O:4])=[O:3])=[CH:10][N:9]=3)[CH2:15]2)[CH2:16][CH2:17]1. The catalyst class is: 8. (4) Reactant: C(OC(=O)[NH:7][CH:8]1[CH2:13][CH2:12][N:11]([C:14](=[O:24])[NH:15][C:16]2[CH:21]=[CH:20][C:19]([Cl:22])=[CH:18][C:17]=2[Cl:23])[CH2:10][CH2:9]1)(C)(C)C.Cl.O1CCOCC1. Product: [Cl:23][C:17]1[CH:18]=[C:19]([Cl:22])[CH:20]=[CH:21][C:16]=1[NH:15][C:14]([N:11]1[CH2:10][CH2:9][CH:8]([NH2:7])[CH2:13][CH2:12]1)=[O:24]. The catalyst class is: 4.